From a dataset of Retrosynthesis with 50K atom-mapped reactions and 10 reaction types from USPTO. Predict the reactants needed to synthesize the given product. (1) Given the product Cc1c(C(=O)NN2CCCCC2)nc(-c2ccc(Cl)cc2Cl)n1-c1ccc(OS(=O)(=O)CCC(C)C)cc1, predict the reactants needed to synthesize it. The reactants are: CC(C)CCS(=O)(=O)Cl.Cc1c(C(=O)NN2CCCCC2)nc(-c2ccc(Cl)cc2Cl)n1-c1ccc(O)cc1. (2) Given the product C#CCN(Cc1cc2c(=O)n(C)c(CN3CCN(c4ccccc4)CC3)nc2cc1Cl)c1ccc(C(=O)NCc2cccnc2)cc1, predict the reactants needed to synthesize it. The reactants are: C#CCN(Cc1cc2c(=O)n(C)c(CN3CCN(c4ccccc4)CC3)nc2cc1Cl)c1ccc(C(=O)OC(C)(C)C)cc1.NCc1cccnc1. (3) Given the product CCOC(=O)C(CSC(C)(C)C)NC(=O)c1ccccc1, predict the reactants needed to synthesize it. The reactants are: CCOC(=O)C(N)CSC(C)(C)C.O=C(Cl)c1ccccc1.